This data is from Forward reaction prediction with 1.9M reactions from USPTO patents (1976-2016). The task is: Predict the product of the given reaction. (1) Given the reactants [CH:1]1([CH2:4][N:5]([CH2:13][CH2:14][C:15]2[CH:20]=[CH:19][C:18]([C:21]3[N:25]=[CH:24][N:23]([C:26]4[CH:31]=[CH:30][C:29]([O:32][C:33]([F:36])([F:35])[F:34])=[CH:28][CH:27]=4)[N:22]=3)=[CH:17][CH:16]=2)C(=O)OC(C)(C)C)[CH2:3][CH2:2]1.C(=O)(O)[O-].[Na+], predict the reaction product. The product is: [CH:1]1([CH2:4][NH:5][CH2:13][CH2:14][C:15]2[CH:16]=[CH:17][C:18]([C:21]3[N:25]=[CH:24][N:23]([C:26]4[CH:27]=[CH:28][C:29]([O:32][C:33]([F:34])([F:35])[F:36])=[CH:30][CH:31]=4)[N:22]=3)=[CH:19][CH:20]=2)[CH2:3][CH2:2]1. (2) Given the reactants [C:1]1(=[CH:7][C:8]2[C:9]([C:16]3[CH:21]=[C:20]([C:22]([CH3:25])([CH3:24])[CH3:23])[CH:19]=[C:18]([C:26]([CH3:29])([CH3:28])[CH3:27])[CH:17]=3)=[N:10]C(C#N)=[N:12][CH:13]=2)[CH2:6][CH2:5][CH2:4][CH2:3][CH2:2]1.[OH-:30].[Na+].[CH3:32][CH2:33][OH:34], predict the reaction product. The product is: [C:1]1(=[CH:7][C:8]2[C:9]([C:16]3[CH:21]=[C:20]([C:22]([CH3:25])([CH3:24])[CH3:23])[CH:19]=[C:18]([C:26]([CH3:29])([CH3:28])[CH3:27])[CH:17]=3)=[N:10][C:32]([C:33]([OH:30])=[O:34])=[N:12][CH:13]=2)[CH2:6][CH2:5][CH2:4][CH2:3][CH2:2]1. (3) Given the reactants Cl[C:2]1[C:7]2=[CH:8][N:9]([CH2:11][C:12]3[CH:13]=[CH:14][C:15]4[N:16]([CH:18]=[C:19]([CH3:21])[N:20]=4)[CH:17]=3)[N:10]=[C:6]2[CH:5]=[CH:4][N:3]=1.C(OCCOCCOCC)C.[NH2:33][CH2:34][C:35]1[CH:36]=[C:37]2[C:42](=[CH:43][CH:44]=1)[C:41]([N:45](C(OC(C)(C)C)=O)C(=O)OC(C)(C)C)=[N:40][CH:39]=[CH:38]2, predict the reaction product. The product is: [CH3:21][C:19]1[N:20]=[C:15]2[CH:14]=[CH:13][C:12]([CH2:11][N:9]3[CH:8]=[C:7]4[C:2]([NH:33][CH2:34][C:35]5[CH:36]=[C:37]6[C:42](=[CH:43][CH:44]=5)[C:41]([NH2:45])=[N:40][CH:39]=[CH:38]6)=[N:3][CH:4]=[CH:5][C:6]4=[N:10]3)=[CH:17][N:16]2[CH:18]=1. (4) Given the reactants [NH2:1][C@@H:2]1[CH2:8][C@:7]2([C:17]3[CH:22]=[CH:21][CH:20]=[CH:19][CH:18]=3)[N:9]([CH2:10][C:11]3[CH:16]=[CH:15][CH:14]=[CH:13][CH:12]=3)[C@H:3]1[CH2:4][CH2:5][C@H:6]2[O:23][CH2:24][C:25]1[CH:30]=[C:29]([C:31]([F:34])([F:33])[F:32])[CH:28]=[C:27]([C:35]([F:38])([F:37])[F:36])[CH:26]=1.[N-]=[N+]=[N-].[Na+].[C:43](O)(=[O:45])[CH3:44], predict the reaction product. The product is: [C:43]([NH:1][C@@H:2]1[CH2:8][C@:7]2([C:17]3[CH:18]=[CH:19][CH:20]=[CH:21][CH:22]=3)[N:9]([CH2:10][C:11]3[CH:16]=[CH:15][CH:14]=[CH:13][CH:12]=3)[C@H:3]1[CH2:4][CH2:5][C@H:6]2[O:23][CH2:24][C:25]1[CH:26]=[C:27]([C:35]([F:38])([F:36])[F:37])[CH:28]=[C:29]([C:31]([F:32])([F:33])[F:34])[CH:30]=1)(=[O:45])[CH3:44]. (5) Given the reactants O=[N+]([O-])[O-].[O-][N+](=O)[O-].[O-][N+](=O)[O-].[O-][N+](=O)[O-].[O-][N+](=O)[O-].[O-][N+](=O)[O-].[Ce+4].[NH4+].[NH4+].[CH2:28]([C:34]1[C:39]([CH3:40])=[C:38]([O:41]C)[C:37]([CH3:43])=[C:36]([CH3:44])[C:35]=1[O:45]C)[CH2:29][CH2:30][CH2:31][CH2:32][CH3:33], predict the reaction product. The product is: [CH2:28]([C:34]1[C:35](=[O:45])[C:36]([CH3:44])=[C:37]([CH3:43])[C:38](=[O:41])[C:39]=1[CH3:40])[CH2:29][CH2:30][CH2:31][CH2:32][CH3:33].